This data is from Forward reaction prediction with 1.9M reactions from USPTO patents (1976-2016). The task is: Predict the product of the given reaction. The product is: [ClH:18].[NH2:17][C:6]1[C:5]([NH2:4])=[CH:10][N:9]=[C:8]([C:11]2[CH:16]=[CH:15][CH:14]=[CH:13][CH:12]=2)[N:7]=1. Given the reactants C([NH:4][C:5]1[C:6]([NH2:17])=[N:7][C:8]([C:11]2[CH:16]=[CH:15][CH:14]=[CH:13][CH:12]=2)=[N:9][CH:10]=1)(=O)C.[ClH:18], predict the reaction product.